From a dataset of Reaction yield outcomes from USPTO patents with 853,638 reactions. Predict the reaction yield, written as a fraction of the theoretical maximum amount of product (1.0 means a 100% yield; for example, 0.34 means a 34% yield). (1) The reactants are [CH2:1]([O:3][C:4](=[O:17])[C:5](Cl)=[N:6][NH:7][C:8]1[CH:13]=[CH:12][C:11]([O:14][CH3:15])=[CH:10][CH:9]=1)[CH3:2].N1([C:24]2[C:25](=[O:43])[N:26]([C:30]3[CH:35]=[CH:34][C:33]([N:36]4[CH2:41][CH2:40][CH2:39][CH2:38][C:37]4=[O:42])=[CH:32][CH:31]=3)[CH2:27][CH2:28][CH:29]=2)CCOCC1.C(N(CC)CC)C.Cl. The catalyst is CCOC(C)=O.O. The product is [CH2:1]([O:3][C:4]([C:5]1[C:39]2[CH2:40][CH2:41][N:36]([C:33]3[CH:32]=[CH:31][C:30]([N:26]4[CH2:27][CH2:28][CH2:29][CH2:24][C:25]4=[O:43])=[CH:35][CH:34]=3)[C:37](=[O:42])[C:38]=2[N:7]([C:8]2[CH:13]=[CH:12][C:11]([O:14][CH3:15])=[CH:10][CH:9]=2)[N:6]=1)=[O:17])[CH3:2]. The yield is 0.670. (2) The reactants are [Cl:1][C:2]1[S:6][C:5]([S:7](Cl)(=[O:9])=[O:8])=[CH:4][CH:3]=1.[N:11]([C@@H:14]([CH:30]([CH2:35][CH2:36][CH2:37][CH3:38])[CH2:31][CH2:32][CH2:33][CH3:34])[C:15](N1[C@H](CC2C=CC=CC=2)COC1=O)=[O:16])=[N+]=[N-].C(N(CC)CC)C.CCOC(C)=O.CCCCCC. The catalyst is C(Cl)Cl. The product is [CH2:31]([CH:30]([CH2:35][CH2:36][CH2:37][CH3:38])[C@H:14]([NH:11][S:7]([C:5]1[S:6][C:2]([Cl:1])=[CH:3][CH:4]=1)(=[O:9])=[O:8])[CH2:15][OH:16])[CH2:32][CH2:33][CH3:34]. The yield is 0.169. (3) The catalyst is C(Cl)Cl. The reactants are [CH3:1][N:2]([CH3:21])[S:3]([CH2:6][CH2:7][C:8]1[CH:13]=[CH:12][C:11]([NH2:14])=[C:10]([C:15]2[CH2:20][CH2:19][CH2:18][CH2:17][CH:16]=2)[CH:9]=1)(=[O:5])=[O:4].C1CN([P+](Br)(N2CCCC2)N2CCCC2)CC1.F[P-](F)(F)(F)(F)F.[K+].[C:47]([C:49]1[N:50]=[C:51]([C:62]([O-])=[O:63])[N:52]([CH2:54][O:55][CH2:56][CH2:57][Si:58]([CH3:61])([CH3:60])[CH3:59])[CH:53]=1)#[N:48].CCN(C(C)C)C(C)C. The yield is 1.00. The product is [C:15]1([C:10]2[CH:9]=[C:8]([CH2:7][CH2:6][S:3](=[O:4])(=[O:5])[N:2]([CH3:1])[CH3:21])[CH:13]=[CH:12][C:11]=2[NH:14][C:62]([C:51]2[N:52]([CH2:54][O:55][CH2:56][CH2:57][Si:58]([CH3:61])([CH3:60])[CH3:59])[CH:53]=[C:49]([C:47]#[N:48])[N:50]=2)=[O:63])[CH2:20][CH2:19][CH2:18][CH2:17][CH:16]=1. (4) The reactants are N(C(C)C)C(C)C.[Li]CCCC.[Br:13][C:14]1[CH:19]=[CH:18][C:17]([NH2:20])=[C:16]([F:21])[CH:15]=1.Cl[C:23]1[C:24]([C:31]([OH:33])=[O:32])=[CH:25][N:26]([CH3:30])[C:27](=[O:29])[CH:28]=1. The catalyst is C1COCC1. The product is [Br:13][C:14]1[CH:19]=[CH:18][C:17]([NH:20][C:23]2[C:24]([C:31]([OH:33])=[O:32])=[CH:25][N:26]([CH3:30])[C:27](=[O:29])[CH:28]=2)=[C:16]([F:21])[CH:15]=1. The yield is 0.770.